From a dataset of Catalyst prediction with 721,799 reactions and 888 catalyst types from USPTO. Predict which catalyst facilitates the given reaction. (1) Reactant: CN([C:4]([O:8]N1N=NC2C=CC=CC1=2)=[N+](C)C)C.[B-](F)(F)(F)F.[F:23][C:24]1[CH:32]=[CH:31][C:27](C(O)=O)=[CH:26][N:25]=1.FC(F)(F)C(O)=O.[CH3:40][O:41][C:42]1[CH:62]=[CH:61][C:45]([O:46][C:47]2[CH:60]=[CH:59][C:50]([CH2:51][NH:52][C:53]([C:55]3([NH2:58])[CH2:57][CH2:56]3)=[O:54])=[CH:49][CH:48]=2)=[C:44]([C:63]([F:66])([F:65])[F:64])[CH:43]=1. Product: [F:23][C:24]1[CH:32]=[C:31]([CH:27]=[CH:26][N:25]=1)[C:4]([NH:58][C:55]1([C:53](=[O:54])[NH:52][CH2:51][C:50]2[CH:59]=[CH:60][C:47]([O:46][C:45]3[CH:61]=[CH:62][C:42]([O:41][CH3:40])=[CH:43][C:44]=3[C:63]([F:64])([F:65])[F:66])=[CH:48][CH:49]=2)[CH2:56][CH2:57]1)=[O:8]. The catalyst class is: 3. (2) Reactant: [CH2:1]1[CH2:11][CH2:10][N:9]2[C:4](=[N:5][CH2:6]CC2)C[CH2:2]1.[NH:12]1C=NC=N1.C1(CBr)CC1. Product: [CH:11]1([CH2:10][N:9]2[CH:4]=[N:5][CH:6]=[N:12]2)[CH2:1][CH2:2]1. The catalyst class is: 1.